This data is from Experimentally validated miRNA-target interactions with 360,000+ pairs, plus equal number of negative samples. The task is: Binary Classification. Given a miRNA mature sequence and a target amino acid sequence, predict their likelihood of interaction. (1) The miRNA is hsa-miR-2467-3p with sequence AGCAGAGGCAGAGAGGCUCAGG. The protein sequence of the target gene is MALRVTRNSKINAENKAKINMAGAKRVPTAPAATSKPGLRPRTALGDIGNKVSEQLQAKMPMKKEAKPSATGKVIDKKLPKPLEKVPMLVPVPVSEPVPEPEPEPEPEPVKEEKLSPEPILVDTASPSPMETSGCAPAEEDLCQAFSDVILAVNDVDAEDGADPNLCSEYVKDIYAYLRQLEEEQAVRPKYLLGREVTGNMRAILIDWLVQVQMKFRLLQETMYMTVSIIDRFMQNNCVPKKMLQLVGVTAMFIASKYEEMYPPEIGDFAFVTDNTYTKHQIRQMEMKILRALNFGLGRP.... Result: 1 (interaction). (2) The miRNA is hsa-miR-4448 with sequence GGCUCCUUGGUCUAGGGGUA. The protein sequence of the target gene is MSEKSGQSTKAKDGKKYATLSLFNTYKGKSLETQKTTARHGLQSLGKVGISRRMPPPANLPSLKAENKGNDPNVNIVPKDGTGWASKQEQHEEEKTPEVPPAQPKPGVAAPPEVAPAPKSWASNKQGGQGDGIQVNSQFQQEFPSLQAAGDQEKKEKETNDDNYGPGPSLRPPNVACWRDGGKAAGSPSSSDQDEKLPGQDESTAGTSEQNDILKVVEKRIACGPPQAKLNGQQAALASQYRAMMPPYMFQQYPRMTYPPLHGPMRFPPSLSETNKGLRGRGPPPSWASEPERPSILSAS.... Result: 1 (interaction). (3) The miRNA is hsa-miR-6499-3p with sequence AGCAGUGUUUGUUUUGCCCACA. The protein sequence of the target gene is MDPKLGRMAASLLAVLLLLLERGMFSSPSPPPALLEKVFQYIDLHQDEFVQTLKEWVAIESDSVQPVPRFRQELFRMMAVAADTLQRLGARVASVDMGPQQLPDGQSLPIPPIILAELGSDPTKGTVCFYGHLDVQPADRGDGWLTDPYVLTEVDGKLYGRGATDNKGPVLAWINAVSAFRALEQDLPVNIKFIIEGMEEAGSVALEELVEKEKDRFFSGVDYIVISDNLWISQRKPAITYGTRGNSYFMVEVKCRDQDFHSGTFGGILHEPMADLVALLGSLVDSSGHILVPGIYDEVV.... Result: 1 (interaction). (4) The miRNA is hsa-miR-125a-5p with sequence UCCCUGAGACCCUUUAACCUGUGA. Result: 1 (interaction). The protein sequence of the target gene is MGSTDSKLNFRKAVIQLTTKTQPVEATDDAFWDQFWADTATSVQDVFALVPAAEIRAVREESPSNLATLCYKAVEKLVQGAESGCHSEKEKQIVLNCSRLLTRVLPYIFEDPDWRGFFWSTVPGAGRGGQGEEDDEHARPLAESLLLAIADLLFCPDFTVQSHRRSTVDSAEDVHSLDSCEYIWEAGVGFAHSPQPNYIHDMNRMELLKLLLTCFSEAMYLPPAPESGSTNPWVQFFCSTENRHALPLFTSLLNTVCAYDPVGYGIPYNHLLFSDYREPLVEEAAQVLIVTLDHDSASSA.... (5) The miRNA is mmu-miR-338-3p with sequence UCCAGCAUCAGUGAUUUUGUUG. The protein sequence of the target gene is MEIPIQVAVRIFPHRELKDLLRSFGPTEPKKDAQAVDEGADSKDSEAQVPAAEKDNPSISETDPNGNAEQDSAADSKTIPDANGNDSGQKDYPDSAYCVQAIPISASALGLPSALPGGDPMDSIAAGLIQVGPHTVPVTHALPSSSSQEQVYHQTVFPLITLFLEGFDASVVTYGQRGQGKSYTLYGNVQDPTLTDSTEGVVQLCVRDIFSHISLHPERTYAINVGFVEICGGDVCDLLGMGNIHCTNVDAVFHWLQVGLSARQSLPAHTLFTLTLEQQWVSKEGLLQHRLSTASFSDLC.... Result: 0 (no interaction). (6) The miRNA is mmu-miR-144-3p with sequence UACAGUAUAGAUGAUGUACU. The protein sequence of the target gene is MALKGQEDYIFHFKDSSHPVDFLDAFRTFYMDGLFTDITLQCPSGIIFHCHRAVLAACSNYFKAMFTADMKEKFKSKIKLSGIHHDILEGLVNYAYTSQIEITKRNVQSLLEAADLLQFLSVKKACEQFLVRHLDIDNCIGMHSFAEFHVCSELEKESRRILCSRFKEVWQQEEFLEISLEKFLFILSRKNLSVWKEEAILEPVIKWTAHDVENRIECIYNLLSYINIDIDPVYLKTALGLQRSCLLTENKIRSLIYNALNPMHKEISQRSTATMYIIGGYYWHPLSEVHIWDPLTNVWI.... Result: 0 (no interaction). (7) The miRNA is mmu-miR-568 with sequence AUGUAUAAAUGUAUACACAC. The protein sequence of the target gene is MLVRGRDQGSGSRLGPIVRRWAPRPSPLQSLAASLDAEPSSAAVPDGFPAGPTVSPRRLARPPGLEEALSALGLQGEREYAGDIFAEVMVCRVLPLRALPRAVTPEMRALVVDWLVQVHEYLGLAGDTLYLAVHLLDSYLSAGRVRLHRLQLLGVACLFVACKMEECVLPEPAFLCLLSADSFSRAELLRAERRILSRLDFRLHHPGPLLCLGLLAALAGSSPQVMLLATYFLELSLLEAEAAGWEPGRRAAAALSLAHRLLDGAGSRLQPELYRCSLGGGSVWGHRSFRDLPSWSFLRS.... Result: 0 (no interaction). (8) The miRNA is hsa-miR-4667-3p with sequence UCCCUCCUUCUGUCCCCACAG. The protein sequence of the target gene is MVTGLSPLLFRKLSNPDIFAPTGKVKLQRQLSQDDCKLRRGSLASSLSGKQLLPLSSSVHSSVGQVTWQSTGEASNLVRMRNQSLGQSAPSLTAGLKELSLPRRGSFCRTSNRKSLIVTSSTSPTLPRPHSPLHGHTGNSPLDSPRNFSPNAPAHFSFVPARRTDGRRWSLASLPSSGYGTNTPSSTVSSSCSSQEKLHQLPFQPTADELHFLTKHFSTENVPDEEGRRSPRMRPRSRSLSPGRSPVSFDSEIIMMNHVYKERFPKATAQMEERPSLTFISSNTPDSVLPLADGALSFIH.... Result: 0 (no interaction). (9) The miRNA is hsa-miR-195-5p with sequence UAGCAGCACAGAAAUAUUGGC. The protein sequence of the target gene is MALRYPMAVGLNKGHKVTKNVSKPRHSRRRGRLTKHTKFVRDMIREVCGFAPYERRAMELLKVSKDKRALKFIKKRVGTHIRAKRKREELSNVLAAMRKAAAKKD. Result: 1 (interaction). (10) Result: 0 (no interaction). The miRNA is mmu-miR-3104-3p with sequence ACGCUCUGCUUUGCUCCCCCAGA. The protein sequence of the target gene is MTSPAKFKKDKEIIAEYDTQVKEIRAQLTEQMKCLDQQCELRVQLLQDLQDFFRKKAEIEMDYSRNLEKLAERFLAKTRSTKDQQFKKDQNVLSPVNCWNLLLNQVKRESRDHTTLSDIYLNNIIPRFVQVSEDSGRLFKKSKEVGQQLQDDLMKVLNELYSVMKTYHMYNADSISAQSKLKEAEKQEEKQIGKSVKQEDRQTPRSPDSTANVRIEEKHVRRSSVKKIEKMKEKRQAKYTENKLKAIKARNEYLLALEATNASVFKYYIHDLSDIIDQCCDLGYHASLNRALRTFLSAEL....